This data is from Forward reaction prediction with 1.9M reactions from USPTO patents (1976-2016). The task is: Predict the product of the given reaction. Given the reactants [C:1]([C:4]1[CH:14]=[CH:13][C:7]([C:8]([O:10][CH2:11][CH3:12])=[O:9])=[C:6]([CH3:15])[CH:5]=1)(=[O:3])[CH3:2].[Cl:16][C:17]1[CH:18]=[C:19]([C:24](=[O:29])[C:25]([F:28])([F:27])[F:26])[CH:20]=[C:21]([Cl:23])[CH:22]=1.C(N(CC)CC)C, predict the reaction product. The product is: [Cl:16][C:17]1[CH:18]=[C:19]([C:24]([OH:29])([C:25]([F:26])([F:27])[F:28])[CH2:2][C:1]([C:4]2[CH:14]=[CH:13][C:7]([C:8]([O:10][CH2:11][CH3:12])=[O:9])=[C:6]([CH3:15])[CH:5]=2)=[O:3])[CH:20]=[C:21]([Cl:23])[CH:22]=1.